Dataset: HIV replication inhibition screening data with 41,000+ compounds from the AIDS Antiviral Screen. Task: Binary Classification. Given a drug SMILES string, predict its activity (active/inactive) in a high-throughput screening assay against a specified biological target. (1) The compound is O=C1NC(=O)C2C3C(C(O)(c4ccccc4)c4ccccn4)=CC(C3=C(c3ccccc3)c3ccccn3)C12. The result is 0 (inactive). (2) The molecule is Cc1cc(Cl)cc2c1NC(=O)C2(O)CC(=O)c1ccc(F)cc1. The result is 0 (inactive). (3) The compound is O=[N+]([CH-]c1ccccc1)C(COCc1ccccc1)c1ccccc1. The result is 0 (inactive). (4) The result is 0 (inactive). The compound is CSSc1ccccc1. (5) The compound is CCCCCCCN(O)CC1OC(n2ccc(=O)[nH]c2=O)C(O)C1O. The result is 0 (inactive). (6) The molecule is C=C1C(OC(=O)C(O)C(c2ccccc2)N(C)C)CC(OC(C)=O)C2(C)C1CC1CC(OC(C)=O)C(C)=C(C(OC(C)=O)C2OC(C)=O)C1(C)C. The result is 0 (inactive). (7) The compound is CC(=S)NC=C(C(N)=O)C(N)=O. The result is 0 (inactive).